Dataset: M1 muscarinic receptor antagonist screen with 61,756 compounds. Task: Binary Classification. Given a drug SMILES string, predict its activity (active/inactive) in a high-throughput screening assay against a specified biological target. The drug is O=C(CNC(C)(C)C)c1c2c([nH]c1)cccc2. The result is 0 (inactive).